This data is from Reaction yield outcomes from USPTO patents with 853,638 reactions. The task is: Predict the reaction yield, written as a fraction of the theoretical maximum amount of product (1.0 means a 100% yield; for example, 0.34 means a 34% yield). (1) The reactants are S(C)C.[N+:4]([C:7]1[CH:8]=[CH:9][C:10]2[O:15][CH2:14][C:13](=O)[NH:12][C:11]=2[CH:17]=1)([O-:6])=[O:5]. The catalyst is C1COCC1. The product is [N+:4]([C:7]1[CH:8]=[CH:9][C:10]2[O:15][CH2:14][CH2:13][NH:12][C:11]=2[CH:17]=1)([O-:6])=[O:5]. The yield is 0.890. (2) The reactants are C([O:5][C:6](=[O:27])[CH2:7][NH:8][C:9]([C:11]1[CH:12]=[CH:13][C:14]2[C:15](=[O:26])[C:16](=[O:25])[C:17]3[C:22]([C:23]=2[CH:24]=1)=[CH:21][CH:20]=[CH:19][CH:18]=3)=[O:10])(C)(C)C.C(O)(C(F)(F)F)=O. The catalyst is C(Cl)Cl. The product is [O:25]=[C:16]1[C:15](=[O:26])[C:14]2[CH:13]=[CH:12][C:11]([C:9]([NH:8][CH2:7][C:6]([OH:27])=[O:5])=[O:10])=[CH:24][C:23]=2[C:22]2[C:17]1=[CH:18][CH:19]=[CH:20][CH:21]=2. The yield is 0.470. (3) The reactants are C([O:3][C:4]([C:6]1[CH:7]=[N:8][N:9]([C:11]2[NH:15][C:14]3[CH:16]=[C:17]([S:21]([CH2:23][CH3:24])=[O:22])[C:18]([Cl:20])=[CH:19][C:13]=3[N:12]=2)[CH:10]=1)=[O:5])C.C1COCC1.[OH-].[Li+]. The catalyst is O. The product is [Cl:20][C:18]1[C:17]([S:21]([CH2:23][CH3:24])=[O:22])=[CH:16][C:14]2[NH:15][C:11]([N:9]3[CH:10]=[C:6]([C:4]([OH:5])=[O:3])[CH:7]=[N:8]3)=[N:12][C:13]=2[CH:19]=1. The yield is 0.850. (4) The reactants are C[O:2][C:3]1[CH:4]=[CH:5][C:6]2[C:10]([O:11][C:12]3[CH:26]=[CH:25][C:15]([O:16][CH2:17][CH2:18][N:19]4[CH2:24][CH2:23][CH2:22][CH2:21][CH2:20]4)=[CH:14][CH:13]=3)=[C:9]([CH:27]3[CH2:32][CH2:31][S:30][CH2:29][CH2:28]3)[S:8][C:7]=2[CH:33]=1.Cl.CCOCC.B(Br)(Br)Br. The catalyst is ClCCl.CO. The product is [N:19]1([CH2:18][CH2:17][O:16][C:15]2[CH:14]=[CH:13][C:12]([O:11][C:10]3[C:6]4[CH:5]=[CH:4][C:3]([OH:2])=[CH:33][C:7]=4[S:8][C:9]=3[CH:27]3[CH2:32][CH2:31][S:30][CH2:29][CH2:28]3)=[CH:26][CH:25]=2)[CH2:24][CH2:23][CH2:22][CH2:21][CH2:20]1. The yield is 0.610. (5) The reactants are [OH:1][C:2]1[CH:10]=[C:9]2[C:5]([CH2:6][CH2:7][C:8]2=[O:11])=[CH:4][CH:3]=1.[F:12][CH2:13][CH2:14][CH2:15]O.C1(P(C2C=CC=CC=2)C2C=CC=CC=2)C=CC=CC=1.N(C(OC(C)C)=O)=NC(OC(C)C)=O. The catalyst is C1COCC1. The product is [F:12][CH2:13][CH2:14][CH2:15][O:1][C:2]1[CH:10]=[C:9]2[C:5]([CH2:6][CH2:7][C:8]2=[O:11])=[CH:4][CH:3]=1. The yield is 0.810. (6) The reactants are [H-].[Na+].[C:3]([O:7][C:8]([NH:10][C:11]1[CH:16]=[CH:15][C:14]([OH:17])=[CH:13][CH:12]=1)=[O:9])([CH3:6])([CH3:5])[CH3:4].[N+](C1C=C(S(O[CH2:31][C@H:32]2[O:34][CH2:33]2)(=O)=O)C=CC=1)([O-])=O. The catalyst is CN(C)C=O. The product is [C:3]([O:7][C:8]([NH:10][C:11]1[CH:12]=[CH:13][C:14]([O:17][CH2:31][C@H:32]2[O:34][CH2:33]2)=[CH:15][CH:16]=1)=[O:9])([CH3:6])([CH3:4])[CH3:5]. The yield is 0.830. (7) The reactants are CO[C:3]([C:5]1[N:6]([CH3:26])[N:7]=[C:8]([O:10][CH2:11][C:12]2[C:13]([C:19]3[CH:24]=[CH:23][C:22]([Cl:25])=[CH:21][CH:20]=3)=[N:14][O:15][C:16]=2[CH2:17][OH:18])[CH:9]=1)=[O:4].[CH3:27][CH:28]([NH2:33])[C:29]([F:32])([F:31])[F:30]. No catalyst specified. The product is [F:30][C:29]([F:32])([F:31])[C@@H:28]([NH:33][C:3]([C:5]1[N:6]([CH3:26])[N:7]=[C:8]([O:10][CH2:11][C:12]2[C:13]([C:19]3[CH:24]=[CH:23][C:22]([Cl:25])=[CH:21][CH:20]=3)=[N:14][O:15][C:16]=2[CH2:17][OH:18])[CH:9]=1)=[O:4])[CH3:27]. The yield is 0.170.